The task is: Regression. Given two drug SMILES strings and cell line genomic features, predict the synergy score measuring deviation from expected non-interaction effect.. This data is from NCI-60 drug combinations with 297,098 pairs across 59 cell lines. (1) Drug 1: CS(=O)(=O)OCCCCOS(=O)(=O)C. Drug 2: CN(C(=O)NC(C=O)C(C(C(CO)O)O)O)N=O. Cell line: SK-MEL-28. Synergy scores: CSS=10.5, Synergy_ZIP=-3.31, Synergy_Bliss=-4.17, Synergy_Loewe=-0.624, Synergy_HSA=-0.332. (2) Drug 1: C1=CC(=C2C(=C1NCCNCCO)C(=O)C3=C(C=CC(=C3C2=O)O)O)NCCNCCO. Drug 2: C1=C(C(=O)NC(=O)N1)F. Cell line: UO-31. Synergy scores: CSS=41.7, Synergy_ZIP=-2.35, Synergy_Bliss=-3.26, Synergy_Loewe=2.83, Synergy_HSA=4.43. (3) Drug 1: CC1=CC2C(CCC3(C2CCC3(C(=O)C)OC(=O)C)C)C4(C1=CC(=O)CC4)C. Drug 2: C1CCC(C(C1)N)N.C(=O)(C(=O)[O-])[O-].[Pt+4]. Cell line: HOP-62. Synergy scores: CSS=-1.29, Synergy_ZIP=0.456, Synergy_Bliss=-0.304, Synergy_Loewe=-39.3, Synergy_HSA=-5.86. (4) Drug 1: CNC(=O)C1=CC=CC=C1SC2=CC3=C(C=C2)C(=NN3)C=CC4=CC=CC=N4. Drug 2: CC1=C2C(C(=O)C3(C(CC4C(C3C(C(C2(C)C)(CC1OC(=O)C(C(C5=CC=CC=C5)NC(=O)OC(C)(C)C)O)O)OC(=O)C6=CC=CC=C6)(CO4)OC(=O)C)OC)C)OC. Cell line: UACC62. Synergy scores: CSS=41.8, Synergy_ZIP=3.29, Synergy_Bliss=7.85, Synergy_Loewe=-9.81, Synergy_HSA=8.55. (5) Drug 1: CNC(=O)C1=NC=CC(=C1)OC2=CC=C(C=C2)NC(=O)NC3=CC(=C(C=C3)Cl)C(F)(F)F. Drug 2: B(C(CC(C)C)NC(=O)C(CC1=CC=CC=C1)NC(=O)C2=NC=CN=C2)(O)O. Cell line: NCI-H226. Synergy scores: CSS=-7.81, Synergy_ZIP=-4.42, Synergy_Bliss=-7.27, Synergy_Loewe=-52.7, Synergy_HSA=-13.9.